From a dataset of Full USPTO retrosynthesis dataset with 1.9M reactions from patents (1976-2016). Predict the reactants needed to synthesize the given product. (1) Given the product [OH:5][CH2:4][C:3]1[CH:9]=[C:10]([NH:13][C:14](=[O:33])[C:15]2[CH:20]=[CH:19][C:18]([CH2:21][N:22]3[CH2:23][CH2:24][N:25]([CH3:28])[CH2:26][CH2:27]3)=[C:17]([C:29]([F:32])([F:30])[F:31])[CH:16]=2)[CH:11]=[CH:12][C:2]=1[CH3:1], predict the reactants needed to synthesize it. The reactants are: [CH3:1][C:2]1[CH:12]=[CH:11][C:10]([NH:13][C:14](=[O:33])[C:15]2[CH:20]=[CH:19][C:18]([CH2:21][N:22]3[CH2:27][CH2:26][N:25]([CH3:28])[CH2:24][CH2:23]3)=[C:17]([C:29]([F:32])([F:31])[F:30])[CH:16]=2)=[CH:9][C:3]=1[C:4](OCC)=[O:5].[H-].[Al+3].[Li+].[H-].[H-].[H-].O.[O-]S([O-])(=O)=O.[Mg+2]. (2) Given the product [C:1]([C:3]1[CH:4]=[N:5][C:6]2[C:11]([C:12]=1[CH2:13][CH:14]([C:16]13[CH2:23][CH2:22][C:19]([NH:24][C:25](=[O:31])[O:26][C:27]([CH3:28])([CH3:29])[CH3:30])([CH2:20][CH2:21]1)[CH2:18][O:17]3)[OH:15])=[N:10][C:9]([O:32][CH2:34][CH2:35][CH2:36][O:37][CH:38]1[CH2:43][CH2:42][CH2:41][CH2:40][O:39]1)=[CH:8][CH:7]=2)#[N:2], predict the reactants needed to synthesize it. The reactants are: [C:1]([C:3]1[CH:4]=[N:5][C:6]2[CH:7]=[CH:8][C:9](=[O:32])[NH:10][C:11]=2[C:12]=1[CH2:13][CH:14]([C:16]12[CH2:23][CH2:22][C:19]([NH:24][C:25](=[O:31])[O:26][C:27]([CH3:30])([CH3:29])[CH3:28])([CH2:20][CH2:21]1)[CH2:18][O:17]2)[OH:15])#[N:2].Br[CH2:34][CH2:35][CH2:36][O:37][CH:38]1[CH2:43][CH2:42][CH2:41][CH2:40][O:39]1. (3) Given the product [F:19][C:18]([F:20])([F:21])[C:15]1[N:13]2[N:14]=[C:9]([N:2]3[CH2:3][CH:4]4[CH2:8][N:7]([CH2:28][C:27]5[CH:26]=[CH:25][C:24]([C:23]([F:22])([F:32])[F:33])=[CH:31][CH:30]=5)[CH2:6][CH:5]4[CH2:1]3)[CH:10]=[CH:11][C:12]2=[N:17][N:16]=1, predict the reactants needed to synthesize it. The reactants are: [CH2:1]1[CH:5]2[CH2:6][NH:7][CH2:8][CH:4]2[CH2:3][N:2]1[C:9]1[CH:10]=[CH:11][C:12]2[N:13]([C:15]([C:18]([F:21])([F:20])[F:19])=[N:16][N:17]=2)[N:14]=1.[F:22][C:23]([F:33])([F:32])[C:24]1[CH:31]=[CH:30][C:27]([CH:28]=O)=[CH:26][CH:25]=1.